From a dataset of Forward reaction prediction with 1.9M reactions from USPTO patents (1976-2016). Predict the product of the given reaction. (1) Given the reactants [F:1][C:2]([F:17])([F:16])[C:3]1[CH:8]=[CH:7][C:6]([C:9]2[CH:14]=[CH:13][C:12]([NH2:15])=[CH:11][CH:10]=2)=[CH:5][CH:4]=1.[S-:18][C:19]#[N:20].[NH4+], predict the reaction product. The product is: [F:1][C:2]([F:16])([F:17])[C:3]1[CH:8]=[CH:7][C:6]([C:9]2[CH:14]=[CH:13][C:12]([NH:15][C:19]([NH2:20])=[S:18])=[CH:11][CH:10]=2)=[CH:5][CH:4]=1. (2) Given the reactants C([O:8][C:9]1[C:13]([O:14]CC2C=CC=CC=2)=[C:12]([C:22]#[N:23])[N:11]([C:24]2[CH:29]=[CH:28][C:27]([O:30][CH3:31])=[CH:26][CH:25]=2)[C:10]=1[C:32]([N:34]([CH3:36])[CH3:35])=[O:33])C1C=CC=CC=1, predict the reaction product. The product is: [C:22]([C:12]1[N:11]([C:24]2[CH:29]=[CH:28][C:27]([O:30][CH3:31])=[CH:26][CH:25]=2)[C:10]([C:32]([N:34]([CH3:35])[CH3:36])=[O:33])=[C:9]([OH:8])[C:13]=1[OH:14])#[N:23]. (3) Given the reactants [CH3:1][C:2]1[CH:7]=[CH:6][C:5]([NH:8][C:9](=[O:20])[C:10]2[CH:15]=[CH:14][CH:13]=[C:12]([C:16]([F:19])([F:18])[F:17])[CH:11]=2)=[CH:4][C:3]=1/[CH:21]=[CH:22]/[N:23]1[CH:31]=[N:30][C:29]2[C:24]1=[N:25][CH:26]=[N:27][C:28]=2[NH:32][CH3:33], predict the reaction product. The product is: [CH3:1][C:2]1[CH:7]=[CH:6][C:5]([NH:8][C:9](=[O:20])[C:10]2[CH:15]=[CH:14][CH:13]=[C:12]([C:16]([F:17])([F:18])[F:19])[CH:11]=2)=[CH:4][C:3]=1[CH2:21][CH2:22][N:23]1[CH:31]=[N:30][C:29]2[C:24]1=[N:25][CH:26]=[N:27][C:28]=2[NH:32][CH3:33]. (4) Given the reactants N(C(OC(C)(C)C)=O)=NC(OC(C)(C)C)=O.C1(P(C2C=CC=CC=2)C2C=CC=CC=2)C=CC=CC=1.[OH:36][C:37]1[C:38](=[O:55])[C:39]([C:49]2[N:53]([CH3:54])[N:52]=[CH:51][CH:50]=2)=[N:40][N:41]([C:43]2[CH:48]=[CH:47][CH:46]=[CH:45][CH:44]=2)[CH:42]=1.[CH3:56][N:57]1[C:61]2[CH:62]=[CH:63][CH:64]=[CH:65][C:60]=2[N:59]=[C:58]1[CH2:66][CH2:67][CH2:68]O, predict the reaction product. The product is: [CH3:56][N:57]1[C:61]2[CH:62]=[CH:63][CH:64]=[CH:65][C:60]=2[N:59]=[C:58]1[CH2:66][CH2:67][CH2:68][O:36][C:37]1[C:38](=[O:55])[C:39]([C:49]2[N:53]([CH3:54])[N:52]=[CH:51][CH:50]=2)=[N:40][N:41]([C:43]2[CH:44]=[CH:45][CH:46]=[CH:47][CH:48]=2)[CH:42]=1.